Regression. Given a peptide amino acid sequence and an MHC pseudo amino acid sequence, predict their binding affinity value. This is MHC class II binding data. From a dataset of Peptide-MHC class II binding affinity with 134,281 pairs from IEDB. The peptide sequence is YFHRRDLRLMANAICSAV. The MHC is DRB1_1501 with pseudo-sequence DRB1_1501. The binding affinity (normalized) is 0.434.